Dataset: Full USPTO retrosynthesis dataset with 1.9M reactions from patents (1976-2016). Task: Predict the reactants needed to synthesize the given product. (1) Given the product [F:1][C:2]1[C:9]([F:10])=[C:8]([OH:11])[CH:7]=[CH:6][C:3]=1[CH:4]=[O:5], predict the reactants needed to synthesize it. The reactants are: [F:1][C:2]1[C:9]([F:10])=[C:8]([O:11]C)[CH:7]=[CH:6][C:3]=1[CH:4]=[O:5].Cl.N1C=CC=CC=1. (2) Given the product [C:4]1(=[O:5])[C:3]2[C:2](=[CH:10][CH:9]=[CH:8][CH:7]=2)[C:1](=[O:6])[NH:14][NH:13]1, predict the reactants needed to synthesize it. The reactants are: [C:1]1(=O)[O:6][C:4](=[O:5])[C:3]2=[CH:7][CH:8]=[CH:9][CH:10]=[C:2]12.O.[NH2:13][NH2:14]. (3) Given the product [CH3:22][NH:23][C:24]([C:3]1[CH:2]=[C:1]([NH:7][C:8]([NH:10][C:11]2[CH:20]=[CH:19][CH:18]=[CH:13][CH:12]=2)=[O:9])[CH:6]=[CH:5][CH:4]=1)=[O:25], predict the reactants needed to synthesize it. The reactants are: [C:1]1([N:7]=[C:8]=[O:9])[CH:6]=[CH:5][CH:4]=[CH:3][CH:2]=1.[NH2:10][C:11]1[CH:12]=[C:13]([CH:18]=[CH:19][CH:20]=1)C(C[NH-])=O.Cl.[CH3:22][N:23](C)[CH:24]=[O:25].